From a dataset of Reaction yield outcomes from USPTO patents with 853,638 reactions. Predict the reaction yield, written as a fraction of the theoretical maximum amount of product (1.0 means a 100% yield; for example, 0.34 means a 34% yield). (1) The reactants are [F:1][C:2]1[CH:3]=[C:4]([CH2:9][C:10]([OH:12])=O)[CH:5]=[CH:6][C:7]=1[F:8].S(Cl)([Cl:15])=O. The catalyst is ClCCCl. The product is [F:1][C:2]1[CH:3]=[C:4]([CH2:9][C:10]([Cl:15])=[O:12])[CH:5]=[CH:6][C:7]=1[F:8]. The yield is 1.00. (2) The reactants are [C:1]([Cu])#[N:2].[CH2:4]([C:11]1([CH3:29])[N:16]([CH3:17])[C:15](=[O:18])[C:14](=[CH:19][C:20]2[CH:25]=[CH:24][CH:23]=[CH:22][C:21]=2Br)[N:13]([CH3:27])[C:12]1=[O:28])[C:5]1[CH:10]=[CH:9][CH:8]=[CH:7][CH:6]=1.C(OCC)(=O)C. The catalyst is CN1CCCC1.C(OC)(C)(C)C. The product is [CH2:4]([C:11]1([CH3:29])[C:12](=[O:28])[N:13]([CH3:27])[C:14](=[CH:19][C:20]2[CH:25]=[CH:24][CH:23]=[CH:22][C:21]=2[C:1]#[N:2])[C:15](=[O:18])[N:16]1[CH3:17])[C:5]1[CH:10]=[CH:9][CH:8]=[CH:7][CH:6]=1. The yield is 0.610. (3) The yield is 0.0100. The catalyst is CO.[Pd]. The product is [N:27]1[CH:28]=[CH:29][CH:30]=[C:25]([O:24][C:23]2[CH:22]=[CH:21][C:20]([C:17]3[N:16]=[C:15]([C:12]4[CH:13]=[CH:14][C:9]([OH:8])=[CH:10][CH:11]=4)[O:19][N:18]=3)=[CH:32][CH:31]=2)[CH:26]=1. The reactants are C([O:8][C:9]1[CH:14]=[CH:13][C:12]([C:15]2[O:19][N:18]=[C:17]([C:20]3[CH:32]=[CH:31][C:23]([O:24][C:25]4[CH:26]=[N:27][CH:28]=[CH:29][CH:30]=4)=[CH:22][CH:21]=3)[N:16]=2)=[CH:11][CH:10]=1)C1C=CC=CC=1.C1COCC1. (4) The product is [CH2:5]([C:4]1[C:3]([CH2:22][CH2:23][CH2:24][CH2:25][CH2:26][CH2:27][CH2:28][CH2:29]/[CH:30]=[CH:31]\[CH2:32]/[CH:33]=[CH:34]\[CH2:35][CH2:36][CH2:37][CH2:38][CH3:39])=[C:2]([CH:9]=[CH:8][CH:7]=1)[CH:11]=[O:14])[CH2:22][CH2:23][CH2:24][CH2:25][CH2:26][CH2:27][CH2:28]/[CH:29]=[CH:30]\[CH2:31]/[CH:32]=[CH:33]\[CH2:34][CH2:35][CH2:36][CH2:37][CH3:38]. The reactants are O[C:2]1[CH:3]=[C:4]([CH:7]=[CH:8][C:9]=1O)[CH:5]=O.[C:11](=[O:14])([O-])[O-].[Cs+].[Cs+].S(O[CH2:22][CH2:23][CH2:24][CH2:25][CH2:26][CH2:27][CH2:28][CH2:29]/[CH:30]=[CH:31]\[CH2:32]/[CH:33]=[CH:34]\[CH2:35][CH2:36][CH2:37][CH2:38][CH3:39])(=O)(=O)C. The catalyst is COCCOCCOC. The yield is 0.940. (5) The reactants are [CH3:1][O:2][C:3]1[CH:4]=[C:5]([N:12]2[CH2:17][CH2:16][CH:15]([N:18]3[CH2:23][CH2:22][N:21]([CH3:24])[CH2:20][CH2:19]3)[CH2:14][CH2:13]2)[CH:6]=[CH:7][C:8]=1[N+:9]([O-])=O.Cl. The catalyst is C(O)C.[Pd]. The product is [CH3:1][O:2][C:3]1[CH:4]=[C:5]([N:12]2[CH2:17][CH2:16][CH:15]([N:18]3[CH2:19][CH2:20][N:21]([CH3:24])[CH2:22][CH2:23]3)[CH2:14][CH2:13]2)[CH:6]=[CH:7][C:8]=1[NH2:9]. The yield is 0.880.